This data is from Reaction yield outcomes from USPTO patents with 853,638 reactions. The task is: Predict the reaction yield, written as a fraction of the theoretical maximum amount of product (1.0 means a 100% yield; for example, 0.34 means a 34% yield). (1) The reactants are [C:1]([C:5]1[CH:12]=[CH:11][C:10]([N+:13]([O-])=O)=[CH:9][C:6]=1[C:7]#[N:8])([CH3:4])([CH3:3])[CH3:2].C([O-])=O.[NH4+]. The catalyst is CCO.[Pd]. The product is [C:1]([C:5]1[CH:12]=[CH:11][C:10]([NH2:13])=[CH:9][C:6]=1[C:7]#[N:8])([CH3:4])([CH3:2])[CH3:3]. The yield is 0.910. (2) The reactants are [NH2:1][C:2]1[CH:3]=[C:4]([CH:7]=[C:8]([CH2:11][N:12]2[CH2:17][CH2:16][O:15][CH2:14][CH2:13]2)[C:9]=1[Cl:10])[C:5]#[N:6].Cl[C:19]1[N:24]=[C:23]([N:25]([CH:35]2[CH2:37][CH2:36]2)[CH2:26][C:27]2[CH:32]=[CH:31][C:30]([O:33][CH3:34])=[CH:29][CH:28]=2)[C:22]2=[N:38][CH:39]=[C:40]([C:41]#[N:42])[N:21]2[N:20]=1.C([O-])([O-])=O.[Cs+].[Cs+].C1(P(C2C=CC=CC=2)C2C3OC4C(=CC=CC=4P(C4C=CC=CC=4)C4C=CC=CC=4)C(C)(C)C=3C=CC=2)C=CC=CC=1. The catalyst is C1C=CC(P(C2C=CC=CC=2)[C-]2C=CC=C2)=CC=1.C1C=CC(P(C2C=CC=CC=2)[C-]2C=CC=C2)=CC=1.[Fe+2]. The product is [Cl:10][C:9]1[C:8]([CH2:11][N:12]2[CH2:13][CH2:14][O:15][CH2:16][CH2:17]2)=[CH:7][C:4]([C:5]#[N:6])=[CH:3][C:2]=1[NH:1][C:19]1[N:24]=[C:23]([N:25]([CH:35]2[CH2:37][CH2:36]2)[CH2:26][C:27]2[CH:32]=[CH:31][C:30]([O:33][CH3:34])=[CH:29][CH:28]=2)[C:22]2=[N:38][CH:39]=[C:40]([C:41]#[N:42])[N:21]2[N:20]=1. The yield is 0.440. (3) The reactants are [CH2:1]([N:8]1[CH2:12][CH:11]=[CH:10][S:9]1(=[O:14])=[O:13])[C:2]1[CH:7]=[CH:6][CH:5]=[CH:4][CH:3]=1.[C:15]1([CH2:21][NH2:22])[CH:20]=[CH:19][CH:18]=[CH:17][CH:16]=1.N1CCCN2CCCCCC=12. The catalyst is C(O)C. The product is [CH2:21]([NH:22][CH:11]1[CH2:10][S:9](=[O:14])(=[O:13])[N:8]([CH2:1][C:2]2[CH:3]=[CH:4][CH:5]=[CH:6][CH:7]=2)[CH2:12]1)[C:15]1[CH:20]=[CH:19][CH:18]=[CH:17][CH:16]=1. The yield is 0.520. (4) The reactants are [Br:1][C:2]1[CH:3]=[CH:4][CH:5]=[C:6]2[C:11]=1[N:10]=[C:9](Cl)[N:8]([CH2:13][C:14]([F:17])([F:16])[F:15])[C:7]2=[O:18].[C:19]([NH2:23])([CH3:22])([CH3:21])[CH3:20]. The catalyst is CN1C(=O)CCC1. The product is [Br:1][C:2]1[CH:3]=[CH:4][CH:5]=[C:6]2[C:11]=1[N:10]=[C:9]([NH:23][C:19]([CH3:22])([CH3:21])[CH3:20])[N:8]([CH2:13][C:14]([F:17])([F:16])[F:15])[C:7]2=[O:18]. The yield is 0.860.